Dataset: Catalyst prediction with 721,799 reactions and 888 catalyst types from USPTO. Task: Predict which catalyst facilitates the given reaction. (1) Reactant: [CH2:1]([O:3][C:4]([C:6]([C:9]1[N:10]([CH2:19][C:20]2[CH:25]=[CH:24][C:23]([O:26][CH3:27])=[CH:22][CH:21]=2)[CH:11]=[CH:12][C:13]=1[C:14]([O:16][CH2:17][CH3:18])=[O:15])=[CH:7]O)=[O:5])[CH3:2].C([O-])(=O)C.[NH4+:32]. Product: [NH2:32][CH:7]=[C:6]([C:9]1[N:10]([CH2:19][C:20]2[CH:25]=[CH:24][C:23]([O:26][CH3:27])=[CH:22][CH:21]=2)[CH:11]=[CH:12][C:13]=1[C:14]([O:16][CH2:17][CH3:18])=[O:15])[C:4]([O:3][CH2:1][CH3:2])=[O:5]. The catalyst class is: 8. (2) Reactant: [F:1][C:2]1[CH:7]=[CH:6][C:5]([F:8])=[CH:4][C:3]=1[OH:9].[N+:10]([O-])([OH:12])=[O:11]. Product: [F:1][C:2]1[CH:7]=[C:6]([N+:10]([O-:12])=[O:11])[C:5]([F:8])=[CH:4][C:3]=1[OH:9]. The catalyst class is: 699. (3) Reactant: [C:1]([O:5][C:6]([N:8]([CH:21]([CH3:23])[CH3:22])[CH2:9][C@H:10]([C:14]1[CH:19]=[CH:18][C:17]([Cl:20])=[CH:16][CH:15]=1)[C:11](O)=[O:12])=[O:7])([CH3:4])([CH3:3])[CH3:2].Cl.C(N=C=NCCCN(C)C)C.C1C=CC2N(O)N=NC=2C=1.O.C(N(CC)CC)C.[F:54][C:55]1[CH:60]=[CH:59][C:58]([C:61]2[C:62]([N:70]3[CH2:75][CH2:74][NH:73][CH2:72][CH2:71]3)=[C:63]3[CH:69]=[CH:68][NH:67][C:64]3=[N:65][CH:66]=2)=[CH:57][CH:56]=1. Product: [Cl:20][C:17]1[CH:18]=[CH:19][C:14]([C@H:10]([C:11]([N:73]2[CH2:74][CH2:75][N:70]([C:62]3[C:61]([C:58]4[CH:59]=[CH:60][C:55]([F:54])=[CH:56][CH:57]=4)=[CH:66][N:65]=[C:64]4[NH:67][CH:68]=[CH:69][C:63]=34)[CH2:71][CH2:72]2)=[O:12])[CH2:9][N:8]([CH:21]([CH3:23])[CH3:22])[C:6](=[O:7])[O:5][C:1]([CH3:4])([CH3:3])[CH3:2])=[CH:15][CH:16]=1. The catalyst class is: 2. (4) Reactant: S([O-])(OCCCCCCCCCCCC)(=O)=O.[Na+].[CH2:19]=[C:20]1[CH2:25][CH:24]([CH3:26])[O:23][C:21]1=[O:22].[C:27]([OH:31])(=[O:30])[CH:28]=[CH2:29].S(OOS([O-])(=O)=O)([O-])(=O)=O.[Na+].[Na+].[OH-].[Na+]. Product: [CH2:19]=[C:20]1[CH2:25][CH:24]([CH3:26])[O:23][C:21]1=[O:22].[C:27]([OH:31])(=[O:30])[CH:28]=[CH2:29]. The catalyst class is: 6.